This data is from Reaction yield outcomes from USPTO patents with 853,638 reactions. The task is: Predict the reaction yield, written as a fraction of the theoretical maximum amount of product (1.0 means a 100% yield; for example, 0.34 means a 34% yield). (1) The reactants are [NH:1]1[C:9]2[C:4](=[CH:5][CH:6]=[C:7]([C:10]([OH:12])=O)[CH:8]=2)[CH:3]=[CH:2]1.C(N1C=CN=C1)(N1C=CN=C1)=O.Cl.[CH3:26][O:27][NH:28][CH3:29]. The catalyst is C1COCC1. The product is [CH3:26][O:27][N:28]([CH3:29])[C:10]([C:7]1[CH:8]=[C:9]2[C:4]([CH:3]=[CH:2][NH:1]2)=[CH:5][CH:6]=1)=[O:12]. The yield is 0.770. (2) The reactants are Cl.[CH3:2][N:3]([CH3:33])[C:4]([C:6]1[N:27]([CH:28]2[CH2:32][CH2:31][CH2:30][CH2:29]2)[C:9]2[N:10]=[C:11]([NH:14][C:15]3[CH:20]=[CH:19][C:18]([N:21]4[CH2:26][CH2:25][NH:24][CH2:23][CH2:22]4)=[CH:17][N:16]=3)[N:12]=[CH:13][C:8]=2[CH:7]=1)=[O:5].C(=O)([O-])[O-].[K+].[K+].Br[CH2:41][CH2:42][F:43]. The catalyst is C(#N)C.CN(C=O)C. The product is [CH3:2][N:3]([CH3:33])[C:4]([C:6]1[N:27]([CH:28]2[CH2:32][CH2:31][CH2:30][CH2:29]2)[C:9]2[N:10]=[C:11]([NH:14][C:15]3[CH:20]=[CH:19][C:18]([N:21]4[CH2:22][CH2:23][N:24]([CH2:41][CH2:42][F:43])[CH2:25][CH2:26]4)=[CH:17][N:16]=3)[N:12]=[CH:13][C:8]=2[CH:7]=1)=[O:5]. The yield is 0.550. (3) The catalyst is C(Cl)Cl. The reactants are [CH3:1][N:2]1[CH2:10][C:9]2[C:4](=[C:5]([N+:18]([O-:20])=[O:19])[CH:6]=[CH:7][C:8]=2[C:11]2[CH2:16][CH2:15][C:14](=[O:17])[CH2:13][CH:12]=2)[C:3]1=[O:21].[P:22]([O:29]CC)([O:26][CH2:27][CH3:28])[O:23][CH2:24][CH3:25].Cl.CCOCC. The yield is 0.710. The product is [CH2:24]([O:23][P:22]([C:14]1([OH:17])[CH2:15][CH2:16][C:11]([C:8]2[CH:7]=[CH:6][C:5]([N+:18]([O-:20])=[O:19])=[C:4]3[C:9]=2[CH2:10][N:2]([CH3:1])[C:3]3=[O:21])=[CH:12][CH2:13]1)(=[O:29])[O:26][CH2:27][CH3:28])[CH3:25]. (4) The reactants are [CH2:1]([C:3]1[N:8]([C:9]2[CH:14]=[CH:13][C:12]([O:15][CH:16]3[CH2:21][CH2:20][CH2:19][CH:18]([OH:22])[CH2:17]3)=[CH:11][CH:10]=2)[C:7](=[O:23])[C:6]([CH2:24][C:25]2[CH:30]=[CH:29][C:28]([C:31]3[CH:36]=[CH:35][CH:34]=[CH:33][C:32]=3[C:37]3[NH:41][C:40](=[O:42])[O:39][N:38]=3)=[CH:27][CH:26]=2)=[C:5]([CH2:43][CH2:44][CH3:45])[N:4]=1)[CH3:2].CC(OI1(OC(C)=O)(OC(C)=O)OC(=O)C2C1=CC=CC=2)=O. The catalyst is ClCCl.C(OCC)(=O)C. The product is [CH2:1]([C:3]1[N:8]([C:9]2[CH:10]=[CH:11][C:12]([O:15][CH:16]3[CH2:21][CH2:20][CH2:19][C:18](=[O:22])[CH2:17]3)=[CH:13][CH:14]=2)[C:7](=[O:23])[C:6]([CH2:24][C:25]2[CH:30]=[CH:29][C:28]([C:31]3[CH:36]=[CH:35][CH:34]=[CH:33][C:32]=3[C:37]3[NH:41][C:40](=[O:42])[O:39][N:38]=3)=[CH:27][CH:26]=2)=[C:5]([CH2:43][CH2:44][CH3:45])[N:4]=1)[CH3:2]. The yield is 0.760. (5) The reactants are [CH3:1][O:2][C:3]1[C:8]2[N:9]=[C:10]([NH:12][C:13]([C:15]3[S:16][C:17]([CH3:20])=[CH:18][CH:19]=3)=[O:14])[S:11][C:7]=2[C:6](I)=[CH:5][CH:4]=1.C[Sn](C)(C)[C:24]1[CH:25]=[C:26]([NH2:30])[CH:27]=[CH:28][CH:29]=1. No catalyst specified. The product is [NH2:30][C:26]1[CH:25]=[C:24]([C:6]2[C:7]3[S:11][C:10]([NH:12][C:13]([C:15]4[S:16][C:17]([CH3:20])=[CH:18][CH:19]=4)=[O:14])=[N:9][C:8]=3[C:3]([O:2][CH3:1])=[CH:4][CH:5]=2)[CH:29]=[CH:28][CH:27]=1. The yield is 0.560. (6) The reactants are CS(C)=O.[CH:5]1([CH:11]([OH:20])[CH:12]([C:14]2[CH:19]=[CH:18][CH:17]=[CH:16][CH:15]=2)[CH3:13])[CH2:10][CH2:9][CH2:8][CH2:7][CH2:6]1.O=P12OP3(OP(OP(O3)(O1)=O)(=O)O2)=O.CCN(CC)CC. The catalyst is C(Cl)Cl. The product is [C:14]1([CH:12]([C:11]([CH:5]2[CH2:10][CH2:9][CH2:8][CH2:7][CH2:6]2)=[O:20])[CH3:13])[CH:19]=[CH:18][CH:17]=[CH:16][CH:15]=1. The yield is 0.854.